From a dataset of TCR-epitope binding with 47,182 pairs between 192 epitopes and 23,139 TCRs. Binary Classification. Given a T-cell receptor sequence (or CDR3 region) and an epitope sequence, predict whether binding occurs between them. (1) The epitope is FPPTSFGPL. The TCR CDR3 sequence is CASSLLGGELFF. Result: 1 (the TCR binds to the epitope). (2) Result: 1 (the TCR binds to the epitope). The TCR CDR3 sequence is CASSLGGVTEAFF. The epitope is KAYNVTQAF. (3) The epitope is CTELKLSDY. The TCR CDR3 sequence is CSAEIADYEQYF. Result: 1 (the TCR binds to the epitope). (4) The epitope is ALSKGVHFV. The TCR CDR3 sequence is CASSFLAGGLYEQYF. Result: 0 (the TCR does not bind to the epitope). (5) The epitope is IIKDYGKQM. The TCR CDR3 sequence is CASSPRTSGGDEQYF. Result: 0 (the TCR does not bind to the epitope).